From a dataset of Full USPTO retrosynthesis dataset with 1.9M reactions from patents (1976-2016). Predict the reactants needed to synthesize the given product. The reactants are: Br[C:2]1[C:7]([CH3:8])=[CH:6][C:5]([O:9][CH2:10][CH2:11][CH2:12][S:13]([CH3:16])(=[O:15])=[O:14])=[CH:4][C:3]=1[CH3:17].[B:18]1([B:18]2[O:22][C:21]([CH3:24])([CH3:23])[C:20]([CH3:26])([CH3:25])[O:19]2)[O:22][C:21]([CH3:24])([CH3:23])[C:20]([CH3:26])([CH3:25])[O:19]1.C([O-])(=O)C.[K+]. Given the product [CH3:17][C:3]1[CH:4]=[C:5]([O:9][CH2:10][CH2:11][CH2:12][S:13]([CH3:16])(=[O:15])=[O:14])[CH:6]=[C:7]([CH3:8])[C:2]=1[B:18]1[O:22][C:21]([CH3:24])([CH3:23])[C:20]([CH3:26])([CH3:25])[O:19]1, predict the reactants needed to synthesize it.